Dataset: Full USPTO retrosynthesis dataset with 1.9M reactions from patents (1976-2016). Task: Predict the reactants needed to synthesize the given product. (1) Given the product [F:11][C:8]1[CH:9]=[N:10][C:2]([O:1][C:17]2[CH:16]=[CH:15][CH:14]=[C:13]([F:12])[CH:18]=2)=[C:3]([CH:7]=1)[C:4]([OH:6])=[O:5], predict the reactants needed to synthesize it. The reactants are: [OH:1][C:2]1[N:10]=[CH:9][C:8]([F:11])=[CH:7][C:3]=1[C:4]([OH:6])=[O:5].[F:12][C:13]1[CH:14]=[C:15](O)[CH:16]=[CH:17][CH:18]=1. (2) The reactants are: [CH3:1][C:2]1[N+:3]([O-])=[C:4]([C:8]2[CH:13]=[CH:12][C:11]([CH3:14])=[CH:10][CH:9]=2)[O:5][C:6]=1[CH3:7].P(Cl)(Cl)([Cl:18])=O.[OH-].[Na+]. Given the product [Cl:18][CH2:1][C:2]1[N:3]=[C:4]([C:8]2[CH:13]=[CH:12][C:11]([CH3:14])=[CH:10][CH:9]=2)[O:5][C:6]=1[CH3:7], predict the reactants needed to synthesize it. (3) Given the product [CH2:36]([O:35][C:33](=[O:34])[C:32]([CH3:38])([CH3:39])[CH:31]([OH:30])[CH2:40][CH2:41][CH2:42][N:43]([C:48]1[N:53]=[C:52]2[O:54][C:55]([C:61]3[CH:66]=[CH:65][C:64]([CH3:67])=[CH:63][CH:62]=3)=[C:56]([C:57](=[O:60])[NH:58][CH3:59])[C:51]2=[CH:50][C:49]=1[CH:9]1[CH2:8][CH2:3]1)[S:44]([CH3:47])(=[O:45])=[O:46])[CH3:37], predict the reactants needed to synthesize it. The reactants are: CO[C:3]1C=CC=C(OC)[C:8]=1[C:9]1C=CC=CC=1P(C1CCCCC1)C1CCCCC1.[OH:30][CH:31]([CH2:40][CH2:41][CH2:42][N:43]([C:48]1[N:53]=[C:52]2[O:54][C:55]([C:61]3[CH:66]=[CH:65][C:64]([CH3:67])=[CH:63][CH:62]=3)=[C:56]([C:57](=[O:60])[NH:58][CH3:59])[C:51]2=[CH:50][C:49]=1I)[S:44]([CH3:47])(=[O:46])=[O:45])[C:32]([CH3:39])([CH3:38])[C:33]([O:35][CH2:36][CH3:37])=[O:34].B(O)O.C([O-])([O-])=O.[Na+].[Na+]. (4) The reactants are: Cl[C:2]1[C:11]2[C:6](=[CH:7][C:8]([O:14][CH2:15][CH2:16][CH2:17][N:18]3[CH2:23][CH2:22][S:21](=[O:25])(=[O:24])[CH2:20][CH2:19]3)=[C:9]([C:12]#[N:13])[CH:10]=2)[N:5]=[CH:4][CH:3]=1.[CH3:26][C:27]1[NH:28][C:29]2[C:34]([C:35]=1[CH3:36])=[CH:33][C:32]([OH:37])=[CH:31][CH:30]=2. Given the product [C:12]([C:9]1[CH:10]=[C:11]2[C:6](=[CH:7][C:8]=1[O:14][CH2:15][CH2:16][CH2:17][N:18]1[CH2:23][CH2:22][S:21](=[O:25])(=[O:24])[CH2:20][CH2:19]1)[N:5]=[CH:4][CH:3]=[C:2]2[O:37][C:32]1[CH:33]=[C:34]2[C:29](=[CH:30][CH:31]=1)[NH:28][C:27]([CH3:26])=[C:35]2[CH3:36])#[N:13], predict the reactants needed to synthesize it. (5) Given the product [O:1]1[CH2:8][CH2:9][CH2:10][C:11](=[O:13])[C:7]2[CH:6]=[CH:5][CH:4]=[CH:3][C:2]1=2, predict the reactants needed to synthesize it. The reactants are: [O:1]([CH2:8][CH2:9][CH2:10][C:11]([OH:13])=O)[C:2]1[CH:7]=[CH:6][CH:5]=[CH:4][CH:3]=1.C(Cl)(=O)C(Cl)=O.[Cl-].[Cl-].[Cl-].[Al+3].Cl. (6) Given the product [CH2:63]([S:70][C:2]1[CH:3]=[C:4]2[C:8](=[CH:9][C:10]=1[CH3:11])[NH:7][N:6]=[CH:5]2)[C:64]1[CH:69]=[CH:68][CH:67]=[CH:66][CH:65]=1, predict the reactants needed to synthesize it. The reactants are: Br[C:2]1[CH:3]=[C:4]2[C:8](=[CH:9][C:10]=1[CH3:11])[NH:7][N:6]=[CH:5]2.CC1(C)C2C(=C(P(C3C=CC=CC=3)C3C=CC=CC=3)C=CC=2)OC2C(P(C3C=CC=CC=3)C3C=CC=CC=3)=CC=CC1=2.CCN(C(C)C)C(C)C.[CH2:63]([SH:70])[C:64]1[CH:69]=[CH:68][CH:67]=[CH:66][CH:65]=1. (7) Given the product [CH3:1][O:2][C:3]([C@@H:5]1[CH2:9][C@@H:8]([S:10]([C:13]2[CH:18]=[CH:17][CH:16]=[CH:15][C:14]=2[C:19]([F:22])([F:21])[F:20])(=[O:12])=[O:11])[CH2:7][N:6]1[C:23](=[S:40])[CH2:24][C:25]([CH:27]1[CH2:29][CH2:28]1)=[O:26])=[O:4], predict the reactants needed to synthesize it. The reactants are: [CH3:1][O:2][C:3]([C@@H:5]1[CH2:9][C@@H:8]([S:10]([C:13]2[CH:18]=[CH:17][CH:16]=[CH:15][C:14]=2[C:19]([F:22])([F:21])[F:20])(=[O:12])=[O:11])[CH2:7][N:6]1[C:23](=O)[CH2:24][C:25]([CH:27]1[CH2:29][CH2:28]1)=[O:26])=[O:4].COC1C=CC(P2(SP(C3C=CC(OC)=CC=3)(=S)S2)=[S:40])=CC=1.